This data is from Forward reaction prediction with 1.9M reactions from USPTO patents (1976-2016). The task is: Predict the product of the given reaction. Given the reactants C(OP([CH2:9][C:10]1[CH:15]=[CH:14][C:13]([NH:16]C(=O)C(F)(F)F)=[CH:12][C:11]=1[C:23]([F:26])([F:25])[F:24])(=O)OCC)C.[H-].[Na+].[CH3:29][N:30]1[CH2:35][CH2:34][C:33](=O)[CH2:32][CH2:31]1.[OH-].[Na+], predict the reaction product. The product is: [CH3:29][N:30]1[CH2:35][CH2:34][C:33](=[CH:9][C:10]2[CH:15]=[CH:14][C:13]([NH2:16])=[CH:12][C:11]=2[C:23]([F:24])([F:25])[F:26])[CH2:32][CH2:31]1.